Predict the reactants needed to synthesize the given product. From a dataset of Full USPTO retrosynthesis dataset with 1.9M reactions from patents (1976-2016). (1) Given the product [ClH:3].[Cl:35][C:12]1[C:11]2[N:10]([CH2:13][CH2:14][O:15][C:16]3[CH:21]=[CH:20][CH:19]=[CH:18][CH:17]=3)[C:9]3[CH2:22][CH2:23][NH:24][CH2:25][CH2:26][C:8]=3[C:7]=2[C:6]([Cl:34])=[CH:5][CH:4]=1, predict the reactants needed to synthesize it. The reactants are: [H-].[Na+].[Cl:3][C:4]1[CH:5]=[C:6]([Cl:34])[C:7]2[C:8]3[CH2:26][CH2:25][N:24](C(OC(C)(C)C)=O)[CH2:23][CH2:22][C:9]=3[N:10]([CH2:13][CH2:14][O:15][C:16]3[CH:21]=[CH:20][CH:19]=[CH:18][CH:17]=3)[C:11]=2[CH:12]=1.[Cl:35]C1C=C(Cl)C2C3CCN(C(OC(C)(C)C)=O)CCC=3NC=2C=1.BrCCOC1C=CC=CC=1. (2) Given the product [F:1][C:2]1[CH:7]=[CH:6][C:5]([C:8]2[CH:13]=[CH:12][N:11]=[CH:10][C:9]=2[N:14]([CH3:32])[C:15](=[O:31])[C:16]2[CH:21]=[C:20]([C:22]([F:23])([F:25])[F:24])[CH:19]=[C:18]([S:37]([CH2:43][CH2:44][O:45][CH3:46])(=[O:39])=[O:36])[CH:17]=2)=[C:4]([O:33][CH3:34])[CH:3]=1, predict the reactants needed to synthesize it. The reactants are: [F:1][C:2]1[CH:7]=[CH:6][C:5]([C:8]2[CH:13]=[CH:12][N:11]=[CH:10][C:9]=2[N:14]([CH3:32])[C:15](=[O:31])[C:16]2[CH:21]=[C:20]([C:22]([F:25])([F:24])[F:23])[CH:19]=[C:18](SCCOC)[CH:17]=2)=[C:4]([O:33][CH3:34])[CH:3]=1.O[O:36][S:37]([O-:39])=O.[K+].[NH4+].[Cl-].[CH3:43][CH2:44][O:45][C:46](C)=O. (3) Given the product [CH:1]1([CH2:6][CH:7]([C:11]2[CH:16]=[CH:15][C:14]([Cl:17])=[C:13]([Cl:18])[CH:12]=2)[C:8]([NH:34][C:35]2[CH:40]=[N:39][CH:38]=[CH:37][N:36]=2)=[O:10])[CH2:2][CH2:3][CH2:4][CH2:5]1, predict the reactants needed to synthesize it. The reactants are: [CH:1]1([CH2:6][CH:7]([C:11]2[CH:16]=[CH:15][C:14]([Cl:17])=[C:13]([Cl:18])[CH:12]=2)[C:8]([OH:10])=O)[CH2:5][CH2:4][CH2:3][CH2:2]1.C(Cl)(=O)C(Cl)=O.C(N(CC)C(C)C)(C)C.[NH2:34][C:35]1[CH:40]=[N:39][CH:38]=[CH:37][N:36]=1. (4) Given the product [CH2:18]([O:25][C:26]1[CH:27]=[C:28]([CH:29]([C:2]2[CH:7]=[CH:6][C:5]([O:8][CH3:9])=[C:4]([O:10][CH2:11][CH3:12])[CH:3]=2)[OH:30])[CH:31]=[CH:32][C:33]=1[O:34][CH3:35])[C:19]1[CH:20]=[CH:21][CH:22]=[CH:23][CH:24]=1, predict the reactants needed to synthesize it. The reactants are: Br[C:2]1[CH:7]=[CH:6][C:5]([O:8][CH3:9])=[C:4]([O:10][CH2:11][CH3:12])[CH:3]=1.C([Li])CCC.[CH2:18]([O:25][C:26]1[CH:27]=[C:28]([CH:31]=[CH:32][C:33]=1[O:34][CH3:35])[CH:29]=[O:30])[C:19]1[CH:24]=[CH:23][CH:22]=[CH:21][CH:20]=1.C(O)(C)C. (5) Given the product [CH3:14][O:13][C:11]1[CH:10]=[CH:9][C:4]([C:5]([O:7][CH3:8])=[O:6])=[C:3]([CH2:2][NH:24][C:20]2[CH:21]=[CH:22][CH:23]=[C:18]([C:17]([O:16][CH3:15])=[O:25])[CH:19]=2)[CH:12]=1, predict the reactants needed to synthesize it. The reactants are: Br[CH2:2][C:3]1[CH:12]=[C:11]([O:13][CH3:14])[CH:10]=[CH:9][C:4]=1[C:5]([O:7][CH3:8])=[O:6].[CH3:15][O:16][C:17](=[O:25])[C:18]1[CH:23]=[CH:22][CH:21]=[C:20]([NH2:24])[CH:19]=1.C(N(CC)CC)C. (6) Given the product [NH2:1][C:2]([NH:4][C:5]1[S:6][C:7]([C:13]2[CH:14]=[CH:15][C:16]([CH2:19][N:25]3[CH2:26][CH2:27][N:22]([CH3:21])[CH2:23][CH2:24]3)=[CH:17][CH:18]=2)=[CH:8][C:9]=1[C:10]([NH2:12])=[O:11])=[O:3], predict the reactants needed to synthesize it. The reactants are: [NH2:1][C:2]([NH:4][C:5]1[S:6][C:7]([C:13]2[CH:18]=[CH:17][C:16]([CH:19]=O)=[CH:15][CH:14]=2)=[CH:8][C:9]=1[C:10]([NH2:12])=[O:11])=[O:3].[CH3:21][N:22]1[CH2:27][CH2:26][NH:25][CH2:24][CH2:23]1.C(OCC)(OCC)OCC.C([BH3-])#N.[N-]=C=O. (7) Given the product [CH2:1]([O:3][C:4]([C:6]1[NH:7][N:8]=[C:9]([C:11]2[S:15][C:14]([C:16]3[CH:21]=[CH:20][CH:19]=[CH:18][CH:17]=3)=[N:13][C:12]=2[CH2:22][Br:26])[CH:10]=1)=[O:5])[CH3:2], predict the reactants needed to synthesize it. The reactants are: [CH2:1]([O:3][C:4]([C:6]1[NH:7][N:8]=[C:9]([C:11]2[S:15][C:14]([C:16]3[CH:21]=[CH:20][CH:19]=[CH:18][CH:17]=3)=[N:13][C:12]=2[CH2:22]OC)[CH:10]=1)=[O:5])[CH3:2].B(Br)(Br)[Br:26]. (8) Given the product [CH3:14][C:12]1[C:11]([C:15]([F:16])([F:18])[F:17])=[CH:10][C:9]2[NH:19][C:20](=[O:35])[CH2:21][C:22]([C:23]3[CH:28]=[CH:27][CH:26]=[C:25]([N:29]4[CH:33]=[N:32][CH:31]=[N:30]4)[CH:24]=3)=[N:7][C:8]=2[CH:13]=1, predict the reactants needed to synthesize it. The reactants are: C(OC(=O)[NH:7][C:8]1[CH:13]=[C:12]([CH3:14])[C:11]([C:15]([F:18])([F:17])[F:16])=[CH:10][C:9]=1[NH:19][C:20](=[O:35])[CH2:21][C:22](=O)[C:23]1[CH:28]=[CH:27][CH:26]=[C:25]([N:29]2[CH:33]=[N:32][CH:31]=[N:30]2)[CH:24]=1)(C)(C)C.C(O)(C(F)(F)F)=O. (9) Given the product [OH:33][N:32]=[C:27]([C:26]1[CH:29]=[CH:30][CH:31]=[C:24]([CH2:23][N:3]2[C:4]3[C:9](=[CH:8][CH:7]=[CH:6][CH:5]=3)[C:10]3([C:22]4[C:13](=[CH:14][C:15]5[O:20][CH2:19][CH2:18][O:17][C:16]=5[CH:21]=4)[O:34][CH2:11]3)[C:2]2=[O:1])[CH:25]=1)[NH2:28], predict the reactants needed to synthesize it. The reactants are: [O:1]=[C:2]1[C:10]2([C:22]3[C:13](=[CH:14][C:15]4[O:20][CH2:19][CH2:18][O:17][C:16]=4[CH:21]=3)O[CH2:11]2)[C:9]2[C:4](=[CH:5][CH:6]=[CH:7][CH:8]=2)[N:3]1[CH2:23][C:24]1[CH:25]=[C:26]([CH:29]=[CH:30][CH:31]=1)[C:27]#[N:28].[NH2:32][OH:33].[OH2:34].